Dataset: Peptide-MHC class II binding affinity with 134,281 pairs from IEDB. Task: Regression. Given a peptide amino acid sequence and an MHC pseudo amino acid sequence, predict their binding affinity value. This is MHC class II binding data. (1) The peptide sequence is EKKYFAATQFEPLAN. The MHC is HLA-DPA10103-DPB10601 with pseudo-sequence HLA-DPA10103-DPB10601. The binding affinity (normalized) is 0.674. (2) The peptide sequence is EGGAHLVQDDVIPAN. The MHC is DRB1_0301 with pseudo-sequence DRB1_0301. The binding affinity (normalized) is 0.486. (3) The MHC is DRB1_1001 with pseudo-sequence DRB1_1001. The peptide sequence is EKKYFAATQFEHLAA. The binding affinity (normalized) is 0.704. (4) The peptide sequence is SNGVLESDMIIPKSL. The MHC is DRB1_0101 with pseudo-sequence DRB1_0101. The binding affinity (normalized) is 0.227. (5) The peptide sequence is EKKYFAATQFEPNAA. The MHC is HLA-DQA10501-DQB10301 with pseudo-sequence HLA-DQA10501-DQB10301. The binding affinity (normalized) is 0.312. (6) The peptide sequence is KNLTGLVSAGPKAKS. The MHC is DRB1_0401 with pseudo-sequence DRB1_0401. The binding affinity (normalized) is 0.516.